The task is: Regression. Given two drug SMILES strings and cell line genomic features, predict the synergy score measuring deviation from expected non-interaction effect.. This data is from NCI-60 drug combinations with 297,098 pairs across 59 cell lines. (1) Drug 1: CC1C(C(=O)NC(C(=O)N2CCCC2C(=O)N(CC(=O)N(C(C(=O)O1)C(C)C)C)C)C(C)C)NC(=O)C3=C4C(=C(C=C3)C)OC5=C(C(=O)C(=C(C5=N4)C(=O)NC6C(OC(=O)C(N(C(=O)CN(C(=O)C7CCCN7C(=O)C(NC6=O)C(C)C)C)C)C(C)C)C)N)C. Synergy scores: CSS=47.0, Synergy_ZIP=4.08, Synergy_Bliss=2.10, Synergy_Loewe=-10.5, Synergy_HSA=1.67. Drug 2: CCN(CC)CCCC(C)NC1=C2C=C(C=CC2=NC3=C1C=CC(=C3)Cl)OC. Cell line: K-562. (2) Drug 1: C1=CC(=C2C(=C1NCCNCCO)C(=O)C3=C(C=CC(=C3C2=O)O)O)NCCNCCO. Drug 2: CCN(CC)CCCC(C)NC1=C2C=C(C=CC2=NC3=C1C=CC(=C3)Cl)OC. Cell line: 786-0. Synergy scores: CSS=78.8, Synergy_ZIP=2.89, Synergy_Bliss=1.56, Synergy_Loewe=1.74, Synergy_HSA=5.55.